From a dataset of Full USPTO retrosynthesis dataset with 1.9M reactions from patents (1976-2016). Predict the reactants needed to synthesize the given product. Given the product [CH:1]1[CH:2]=[CH:3][C:4]2[S:14][C:13]3[CH:12]=[CH:11][C:10]([C:15]([F:18])([F:17])[F:16])=[CH:9][C:8]=3[N:7]([CH2:19][CH2:20][CH2:21][N:22]3[CH2:23][CH2:24][N:25]([CH2:28][CH2:29][OH:30])[CH2:26][CH2:27]3)[C:5]=2[CH:6]=1.[C:38]([O-:44])(=[O:43])[CH2:39][CH2:40][CH2:41][CH3:42], predict the reactants needed to synthesize it. The reactants are: [CH:1]1[CH:2]=[CH:3][C:4]2[S:14][C:13]3[CH:12]=[CH:11][C:10]([C:15]([F:18])([F:17])[F:16])=[CH:9][C:8]=3[N:7]([CH2:19][CH2:20][CH2:21][N:22]3[CH2:27][CH2:26][N:25]([CH2:28][CH2:29][OH:30])[CH2:24][CH2:23]3)[C:5]=2[CH:6]=1.C(Cl)(=O)CCCC.[C:38]([OH:44])(=[O:43])[CH2:39][CH2:40][CH2:41][CH3:42].